Dataset: Catalyst prediction with 721,799 reactions and 888 catalyst types from USPTO. Task: Predict which catalyst facilitates the given reaction. Reactant: [OH:1][CH2:2][CH:3]1[CH2:8][CH2:7][C:6](=[O:9])[CH2:5][CH2:4]1.[CH3:10][Mg]Cl. Product: [OH:1][CH2:2][CH:3]1[CH2:8][CH2:7][C:6]([CH3:10])([OH:9])[CH2:5][CH2:4]1. The catalyst class is: 7.